Regression. Given two drug SMILES strings and cell line genomic features, predict the synergy score measuring deviation from expected non-interaction effect. From a dataset of NCI-60 drug combinations with 297,098 pairs across 59 cell lines. (1) Drug 1: CC1=C(C(CCC1)(C)C)C=CC(=CC=CC(=CC(=O)O)C)C. Drug 2: C1=NC(=NC(=O)N1C2C(C(C(O2)CO)O)O)N. Cell line: A549. Synergy scores: CSS=9.56, Synergy_ZIP=-5.76, Synergy_Bliss=0.773, Synergy_Loewe=-0.995, Synergy_HSA=0.938. (2) Drug 1: C1=CC(=CC=C1CCC2=CNC3=C2C(=O)NC(=N3)N)C(=O)NC(CCC(=O)O)C(=O)O. Drug 2: CN(C(=O)NC(C=O)C(C(C(CO)O)O)O)N=O. Cell line: ACHN. Synergy scores: CSS=16.9, Synergy_ZIP=-3.72, Synergy_Bliss=-2.79, Synergy_Loewe=-23.1, Synergy_HSA=-2.33. (3) Drug 1: CN(CC1=CN=C2C(=N1)C(=NC(=N2)N)N)C3=CC=C(C=C3)C(=O)NC(CCC(=O)O)C(=O)O. Synergy scores: CSS=27.8, Synergy_ZIP=-9.85, Synergy_Bliss=-4.44, Synergy_Loewe=-2.35, Synergy_HSA=-0.257. Cell line: DU-145. Drug 2: C1C(C(OC1N2C=NC(=NC2=O)N)CO)O. (4) Drug 1: C1=CC=C(C=C1)NC(=O)CCCCCCC(=O)NO. Drug 2: CS(=O)(=O)CCNCC1=CC=C(O1)C2=CC3=C(C=C2)N=CN=C3NC4=CC(=C(C=C4)OCC5=CC(=CC=C5)F)Cl. Cell line: MCF7. Synergy scores: CSS=24.2, Synergy_ZIP=-5.47, Synergy_Bliss=-3.17, Synergy_Loewe=-0.844, Synergy_HSA=-0.0491. (5) Drug 1: C1=C(C(=O)NC(=O)N1)N(CCCl)CCCl. Drug 2: CC1CCCC2(C(O2)CC(NC(=O)CC(C(C(=O)C(C1O)C)(C)C)O)C(=CC3=CSC(=N3)C)C)C. Cell line: SK-MEL-5. Synergy scores: CSS=18.4, Synergy_ZIP=2.48, Synergy_Bliss=3.35, Synergy_Loewe=1.79, Synergy_HSA=1.92. (6) Drug 2: CN(C(=O)NC(C=O)C(C(C(CO)O)O)O)N=O. Synergy scores: CSS=-3.31, Synergy_ZIP=-2.14, Synergy_Bliss=-5.77, Synergy_Loewe=-11.0, Synergy_HSA=-7.00. Drug 1: C1CCC(CC1)NC(=O)N(CCCl)N=O. Cell line: OVCAR-5.